The task is: Predict the product of the given reaction.. This data is from Forward reaction prediction with 1.9M reactions from USPTO patents (1976-2016). (1) Given the reactants [F:1][C:2]1[CH:7]=[C:6]([O:8][CH2:9][CH2:10][C@@H:11]2[CH2:13][C@@H:12]2[CH:14]2[CH2:19][CH2:18][N:17]([C:20]3[O:24][N:23]=[C:22]([CH:25]([CH3:27])[CH3:26])[N:21]=3)[CH2:16][CH2:15]2)[CH:5]=[CH:4][C:3]=1[CH2:28][C:29](O)=[O:30].ClC(OC)=O.O.[NH2:38][NH2:39], predict the reaction product. The product is: [F:1][C:2]1[CH:7]=[C:6]([O:8][CH2:9][CH2:10][C@@H:11]2[CH2:13][C@@H:12]2[CH:14]2[CH2:15][CH2:16][N:17]([C:20]3[O:24][N:23]=[C:22]([CH:25]([CH3:26])[CH3:27])[N:21]=3)[CH2:18][CH2:19]2)[CH:5]=[CH:4][C:3]=1[CH2:28][C:29]([NH:38][NH2:39])=[O:30]. (2) Given the reactants F[C:2]1[CH:12]=[C:11]([NH:13][C:14]2[N:19]=[C:18]([C:20]3[N:21]([CH:26]([CH3:28])[CH3:27])[C:22]([CH3:25])=[N:23][CH:24]=3)[C:17]([F:29])=[CH:16][N:15]=2)[CH:10]=[CH:9][C:3]=1[C:4]([N:6](C)C)=[O:5].CCO.O.[OH-].[K+], predict the reaction product. The product is: [F:29][C:17]1[C:18]([C:20]2[N:21]([CH:26]([CH3:28])[CH3:27])[C:22]([CH3:25])=[N:23][CH:24]=2)=[N:19][C:14]([NH:13][C:11]2[CH:12]=[CH:2][C:3]([C:4]([NH2:6])=[O:5])=[CH:9][CH:10]=2)=[N:15][CH:16]=1.